From a dataset of Reaction yield outcomes from USPTO patents with 853,638 reactions. Predict the reaction yield, written as a fraction of the theoretical maximum amount of product (1.0 means a 100% yield; for example, 0.34 means a 34% yield). (1) The reactants are C([O:4][CH2:5][C:6]1[C:7]([N:34]2[CH2:46][CH2:45][N:37]3[C:38]4[CH2:39][CH2:40][CH2:41][CH2:42][C:43]=4[CH:44]=[C:36]3[C:35]2=[O:47])=[N:8][CH:9]=[CH:10][C:11]=1[C:12]1[CH:17]=[C:16]([NH:18][C:19]2[CH:31]=[C:22]3[CH2:23][N:24]([CH:27]4[CH2:30][O:29][CH2:28]4)[CH2:25][CH2:26][N:21]3[N:20]=2)[C:15](=[O:32])[N:14]([CH3:33])[CH:13]=1)(=O)C.[OH-].[Li+]. The yield is 0.620. No catalyst specified. The product is [OH:4][CH2:5][C:6]1[C:7]([N:34]2[CH2:46][CH2:45][N:37]3[C:38]4[CH2:39][CH2:40][CH2:41][CH2:42][C:43]=4[CH:44]=[C:36]3[C:35]2=[O:47])=[N:8][CH:9]=[CH:10][C:11]=1[C:12]1[CH:17]=[C:16]([NH:18][C:19]2[CH:31]=[C:22]3[CH2:23][N:24]([CH:27]4[CH2:28][O:29][CH2:30]4)[CH2:25][CH2:26][N:21]3[N:20]=2)[C:15](=[O:32])[N:14]([CH3:33])[CH:13]=1. (2) The reactants are [Br:1][C:2]1[CH:7]=[CH:6][C:5]([CH2:8][C:9]([OH:11])=O)=[C:4]([O:12][C:13]2[CH:18]=[C:17]([O:19][CH3:20])[CH:16]=[C:15]([O:21][CH3:22])[CH:14]=2)[CH:3]=1.CS(O)(=O)=O. No catalyst specified. The product is [Br:1][C:2]1[CH:7]=[CH:6][C:5]2[CH2:8][C:9](=[O:11])[C:14]3[C:15]([O:21][CH3:22])=[CH:16][C:17]([O:19][CH3:20])=[CH:18][C:13]=3[O:12][C:4]=2[CH:3]=1. The yield is 0.660. (3) The reactants are CO[C:3]1[CH:4]=[C:5]2[C:10](=[C:11]3[CH2:15][C:14]([CH3:17])([CH3:16])[O:13][C:12]=13)[C:9]([C:18]1[CH:23]=[CH:22][CH:21]=[CH:20][CH:19]=1)=[N:8][C:7]([CH3:25])([CH3:24])[CH2:6]2.[Cl-].[NH4+:27]. The catalyst is N.CO. The product is [CH3:24][C:7]1([CH3:25])[CH2:6][C:5]2[C:10](=[C:11]3[CH2:15][C:14]([CH3:17])([CH3:16])[O:13][C:12]3=[C:3]([NH2:27])[CH:4]=2)[C:9]([C:18]2[CH:23]=[CH:22][CH:21]=[CH:20][CH:19]=2)=[N:8]1. The yield is 0.440. (4) The reactants are [CH2:1]([NH:8][S:9]([C:12]1[CH:17]=[CH:16][C:15]([O:18][CH3:19])=[CH:14][CH:13]=1)(=[O:11])=[O:10])[C:2]1[CH:7]=[CH:6][CH:5]=[CH:4][CH:3]=1.[H-].[Na+].Cl[C:23]1[C:32]2[C:27](=[CH:28][C:29]([C:33]([F:36])([F:35])[F:34])=[CH:30][CH:31]=2)[N:26]=[CH:25][C:24]=1[C:37]([O:39][CH2:40][CH3:41])=[O:38].Cl. The catalyst is CN(C=O)C.O. The product is [CH2:40]([O:39][C:37]([C:24]1[CH:25]=[N:26][C:27]2[C:32]([C:23]=1[N:8]([CH2:1][C:2]1[CH:3]=[CH:4][CH:5]=[CH:6][CH:7]=1)[S:9]([C:12]1[CH:13]=[CH:14][C:15]([O:18][CH3:19])=[CH:16][CH:17]=1)(=[O:11])=[O:10])=[CH:31][CH:30]=[C:29]([C:33]([F:36])([F:35])[F:34])[CH:28]=2)=[O:38])[CH3:41]. The yield is 0.880. (5) The reactants are [Mg].C(OCC)C.[CH2:7](Br)[CH2:8][CH2:9][CH3:10].Br[C:13]12[CH2:22][CH:17]3[CH2:18][CH:19]([CH2:21][CH:15]([CH2:16]3)[CH2:14]1)[CH2:20]2. The catalyst is ClCCl.O. The product is [CH2:7]([C:13]12[CH2:22][CH:17]3[CH2:18][CH:19]([CH2:21][CH:15]([CH2:16]3)[CH2:14]1)[CH2:20]2)[CH2:8][CH2:9][CH3:10]. The yield is 0.380. (6) No catalyst specified. The reactants are Cl[C:2]1[N:12]=[CH:11][CH:10]=[CH:9][C:3]=1[C:4]([O:6][CH2:7][CH3:8])=[O:5].[CH2:13]([CH:15]([CH2:18][CH3:19])[CH2:16][NH2:17])[CH3:14]. The product is [CH2:13]([CH:15]([CH2:18][CH3:19])[CH2:16][NH:17][C:2]1[N:12]=[CH:11][CH:10]=[CH:9][C:3]=1[C:4]([O:6][CH2:7][CH3:8])=[O:5])[CH3:14]. The yield is 0.760.